Dataset: Full USPTO retrosynthesis dataset with 1.9M reactions from patents (1976-2016). Task: Predict the reactants needed to synthesize the given product. (1) Given the product [NH2:2][C:1](=[N:29][OH:30])[C:3]1[CH:4]=[C:5]([C:9]2[CH:10]=[C:11]([CH:16]=[C:17]([CH2:19][NH:20][CH2:21][CH:22]3[CH2:27][CH2:26][NH:25][CH2:24][CH2:23]3)[CH:18]=2)[C:12]([O:14][CH3:15])=[O:13])[CH:6]=[CH:7][CH:8]=1, predict the reactants needed to synthesize it. The reactants are: [C:1]([C:3]1[CH:4]=[C:5]([C:9]2[CH:10]=[C:11]([CH:16]=[C:17]([CH2:19][NH:20][CH2:21][CH:22]3[CH2:27][CH2:26][NH:25][CH2:24][CH2:23]3)[CH:18]=2)[C:12]([O:14][CH3:15])=[O:13])[CH:6]=[CH:7][CH:8]=1)#[N:2].Cl.[NH2:29][OH:30].C(N(CC)CC)C. (2) Given the product [C:36]([C:2]1[CH:3]=[CH:4][C:5](=[O:35])[N:6]([CH:8]2[CH2:13][CH2:12][CH:11]([N:14]3[CH2:17][CH:16]([NH:18][C:19]([CH2:21][NH:22][C:23](=[O:34])[C:24]4[CH:29]=[CH:28][CH:27]=[C:26]([C:30]([F:33])([F:31])[F:32])[CH:25]=4)=[O:20])[CH2:15]3)[CH2:10][CH2:9]2)[CH:7]=1)#[CH:37], predict the reactants needed to synthesize it. The reactants are: I[C:2]1[CH:3]=[CH:4][C:5](=[O:35])[N:6]([CH:8]2[CH2:13][CH2:12][CH:11]([N:14]3[CH2:17][CH:16]([NH:18][C:19]([CH2:21][NH:22][C:23](=[O:34])[C:24]4[CH:29]=[CH:28][CH:27]=[C:26]([C:30]([F:33])([F:32])[F:31])[CH:25]=4)=[O:20])[CH2:15]3)[CH2:10][CH2:9]2)[CH:7]=1.[C:36]([Si](C)(C)C)#[CH:37].CCCC[N+](CCCC)(CCCC)CCCC.[F-].